Binary Classification. Given a T-cell receptor sequence (or CDR3 region) and an epitope sequence, predict whether binding occurs between them. From a dataset of TCR-epitope binding with 47,182 pairs between 192 epitopes and 23,139 TCRs. (1) The epitope is NLVPMVATV. The TCR CDR3 sequence is CASSPGQSLIYEQYF. Result: 1 (the TCR binds to the epitope). (2) The epitope is IVTDFSVIK. The TCR CDR3 sequence is CATSGTEGTDTQYF. Result: 1 (the TCR binds to the epitope). (3) The epitope is TPRVTGGGAM. The TCR CDR3 sequence is CSVRTATYNEQFF. Result: 0 (the TCR does not bind to the epitope).